Dataset: Reaction yield outcomes from USPTO patents with 853,638 reactions. Task: Predict the reaction yield, written as a fraction of the theoretical maximum amount of product (1.0 means a 100% yield; for example, 0.34 means a 34% yield). (1) The reactants are CS(Cl)(=O)=O.OC1CCN([C:13]([O:15][CH2:16][C:17]2[CH:22]=C[CH:20]=[CH:19][CH:18]=2)=[O:14])CC1.[CH2:23](N(CC)CC)C.C([O-])(=S)C.[K+]. The catalyst is ClCCl. The product is [C:13]([O:15][CH2:16][CH3:17])(=[O:14])[CH3:23].[CH3:20][CH2:19][CH2:18][CH:17]([CH3:22])[CH3:16]. The yield is 0.200. (2) The reactants are [NH2:1][CH:2]1[CH2:7][CH2:6][CH:5]([NH:8][C:9]2[N:17]=[C:16]3[C:12]([N:13]=[CH:14][N:15]3[CH:18]3[CH2:22][CH2:21][CH2:20][CH2:19]3)=[C:11]([NH:23][CH2:24][C:25]3[CH:26]=[N:27][C:28](Br)=[CH:29][CH:30]=3)[N:10]=2)[CH2:4][CH2:3]1.[CH3:32][O:33][C:34]1[CH:39]=[CH:38][CH:37]=[CH:36][C:35]=1B(O)O.C1(P(C2C=CC=CC=2)C2C=CC=CC=2)C=CC=CC=1.C(=O)([O-])[O-].[Na+].[Na+]. The yield is 0.850. The product is [NH2:1][CH:2]1[CH2:7][CH2:6][CH:5]([NH:8][C:9]2[N:17]=[C:16]3[C:12]([N:13]=[CH:14][N:15]3[CH:18]3[CH2:22][CH2:21][CH2:20][CH2:19]3)=[C:11]([NH:23][CH2:24][C:25]3[CH:26]=[N:27][C:28]([C:35]4[CH:36]=[CH:37][CH:38]=[CH:39][C:34]=4[O:33][CH3:32])=[CH:29][CH:30]=3)[N:10]=2)[CH2:4][CH2:3]1. The catalyst is COCCOC.O.C1C=CC(/C=C/C(/C=C/C2C=CC=CC=2)=O)=CC=1.C1C=CC(/C=C/C(/C=C/C2C=CC=CC=2)=O)=CC=1.[Pd]. (3) The reactants are [Br:1][C:2]1[CH:7]=[CH:6][C:5]([CH2:8][C:9]([OH:11])=O)=[CH:4][CH:3]=1.[C:12]1([S:18][CH3:19])[CH:17]=[CH:16][CH:15]=[CH:14][CH:13]=1.[Al+3].[Cl-].[Cl-].[Cl-]. The catalyst is S(Cl)(Cl)=O.CCOCC. The product is [Br:1][C:2]1[CH:3]=[CH:4][C:5]([CH2:8][C:9]([C:15]2[CH:16]=[CH:17][C:12]([S:18][CH3:19])=[CH:13][CH:14]=2)=[O:11])=[CH:6][CH:7]=1. The yield is 0.460. (4) The reactants are Cl[C:2]1[N:7]=[C:6]([O:8][CH3:9])[C:5]([NH2:10])=[CH:4][N:3]=1.[CH3:11][N:12]1[CH:16]=[C:15](B2OC(C)(C)C(C)(C)O2)[CH:14]=[N:13]1.[F-].[Cs+]. The catalyst is COCCOC.CO.CCOC(C)=O.C1C=CC([P]([Pd]([P](C2C=CC=CC=2)(C2C=CC=CC=2)C2C=CC=CC=2)([P](C2C=CC=CC=2)(C2C=CC=CC=2)C2C=CC=CC=2)[P](C2C=CC=CC=2)(C2C=CC=CC=2)C2C=CC=CC=2)(C2C=CC=CC=2)C2C=CC=CC=2)=CC=1. The product is [CH3:9][O:8][C:6]1[C:5]([NH2:10])=[CH:4][N:3]=[C:2]([C:15]2[CH:14]=[N:13][N:12]([CH3:11])[CH:16]=2)[N:7]=1. The yield is 0.930.